This data is from Reaction yield outcomes from USPTO patents with 853,638 reactions. The task is: Predict the reaction yield, written as a fraction of the theoretical maximum amount of product (1.0 means a 100% yield; for example, 0.34 means a 34% yield). (1) The yield is 0.620. The catalyst is O1CCOCC1.CN(C=O)C.CCOC(C)=O. The product is [Cl:36][C:33]1[CH:32]=[C:31]2[C:30](=[CH:35][CH:34]=1)[C:22]1([CH2:23][CH2:24][N:19]([CH2:12][C:13]3[CH:14]=[CH:15][CH:16]=[CH:17][CH:18]=3)[CH2:20][CH2:21]1)[C:25](=[O:26])[CH:38]([C:39]([NH:52][CH2:51][C:50]([O:49][C:45]([CH3:48])([CH3:47])[CH3:46])=[O:53])=[O:40])[CH:37]2[OH:11]. The reactants are [H-].[Na+].C(=N/[OH:11])\C1C=CC=CC=1.[CH2:12]([N:19]1[CH2:24][CH2:23][C:22]([C:30]2[CH:35]=[CH:34][C:33]([Cl:36])=[CH:32][C:31]=2[C:37]#[C:38][C:39](OCC)=[O:40])([C:25](OCC)=[O:26])[CH2:21][CH2:20]1)[C:13]1[CH:18]=[CH:17][CH:16]=[CH:15][CH:14]=1.Cl.[C:45]([O:49][C:50](=[O:53])[CH2:51][NH2:52])([CH3:48])([CH3:47])[CH3:46].CCN(C(C)C)C(C)C. (2) The reactants are [NH2:1][C:2]1[CH:3]=[C:4]([OH:12])[C:5](=[CH:10][CH:11]=1)[C:6]([O:8][CH3:9])=[O:7].[Cl:13][C:14]1[C:15]([F:24])=[C:16]([S:20](Cl)(=[O:22])=[O:21])[CH:17]=[CH:18][CH:19]=1. No catalyst specified. The product is [Cl:13][C:14]1[C:15]([F:24])=[C:16]([S:20]([NH:1][C:2]2[CH:11]=[CH:10][C:5]([C:6]([O:8][CH3:9])=[O:7])=[C:4]([OH:12])[CH:3]=2)(=[O:22])=[O:21])[CH:17]=[CH:18][CH:19]=1. The yield is 0.720. (3) The yield is 0.700. No catalyst specified. The product is [CH2:25]([O:3][CH:2]1[CH2:4][CH2:44][CH:45]2[CH2:47][N:46]1[C:40](=[O:56])[NH:41]2)[C:26]1[CH:31]=[CH:30][CH:29]=[CH:28][CH:27]=1. The reactants are O[C:2]([C:4](F)(F)F)=[O:3].NCCC1OC([C@@H]2CC[C@@H]3CN2C(=O)N3O[CH2:25][C:26]2[CH:31]=[CH:30][CH:29]=[CH:28][CH:27]=2)=NN=1.C(OC(=O)N=[C:40]([NH:46][C:47](OC(C)(C)C)=O)[N:41]1[CH:45]=[CH:44]C=N1)(C)(C)C.C[OH:56].